The task is: Regression. Given two drug SMILES strings and cell line genomic features, predict the synergy score measuring deviation from expected non-interaction effect.. This data is from NCI-60 drug combinations with 297,098 pairs across 59 cell lines. (1) Drug 1: C1=NC2=C(N1)C(=S)N=C(N2)N. Drug 2: C1=NC2=C(N1)C(=S)N=CN2. Cell line: HT29. Synergy scores: CSS=49.7, Synergy_ZIP=-6.62, Synergy_Bliss=-1.92, Synergy_Loewe=-9.84, Synergy_HSA=-1.36. (2) Drug 1: C1=CC(=CC=C1CCCC(=O)O)N(CCCl)CCCl. Drug 2: CCN(CC)CCNC(=O)C1=C(NC(=C1C)C=C2C3=C(C=CC(=C3)F)NC2=O)C. Cell line: OVCAR-8. Synergy scores: CSS=9.06, Synergy_ZIP=-3.45, Synergy_Bliss=-1.90, Synergy_Loewe=-4.67, Synergy_HSA=-4.09. (3) Drug 1: C1=CC(=C2C(=C1NCCNCCO)C(=O)C3=C(C=CC(=C3C2=O)O)O)NCCNCCO. Drug 2: C1=C(C(=O)NC(=O)N1)F. Synergy scores: CSS=55.0, Synergy_ZIP=-0.129, Synergy_Bliss=0.400, Synergy_Loewe=5.61, Synergy_HSA=7.47. Cell line: IGROV1. (4) Drug 1: C1=NC2=C(N1)C(=S)N=C(N2)N. Drug 2: CC1C(C(CC(O1)OC2CC(CC3=C2C(=C4C(=C3O)C(=O)C5=CC=CC=C5C4=O)O)(C(=O)C)O)N)O. Cell line: SK-MEL-2. Synergy scores: CSS=37.5, Synergy_ZIP=0.843, Synergy_Bliss=1.72, Synergy_Loewe=-0.512, Synergy_HSA=0.291. (5) Drug 1: C1CN1C2=NC(=NC(=N2)N3CC3)N4CC4. Drug 2: C(CC(=O)O)C(=O)CN.Cl. Cell line: SN12C. Synergy scores: CSS=22.6, Synergy_ZIP=-13.3, Synergy_Bliss=-13.2, Synergy_Loewe=-30.0, Synergy_HSA=-10.3. (6) Drug 1: C1=NNC2=C1C(=O)NC=N2. Drug 2: CC1CCCC2(C(O2)CC(NC(=O)CC(C(C(=O)C(C1O)C)(C)C)O)C(=CC3=CSC(=N3)C)C)C. Cell line: MCF7. Synergy scores: CSS=16.0, Synergy_ZIP=-1.18, Synergy_Bliss=-2.67, Synergy_Loewe=-11.8, Synergy_HSA=-2.91. (7) Drug 1: CNC(=O)C1=NC=CC(=C1)OC2=CC=C(C=C2)NC(=O)NC3=CC(=C(C=C3)Cl)C(F)(F)F. Drug 2: CCC1(C2=C(COC1=O)C(=O)N3CC4=CC5=C(C=CC(=C5CN(C)C)O)N=C4C3=C2)O.Cl. Cell line: K-562. Synergy scores: CSS=10.1, Synergy_ZIP=-0.232, Synergy_Bliss=-2.96, Synergy_Loewe=-47.3, Synergy_HSA=-8.60. (8) Drug 1: CC1=C2C(C(=O)C3(C(CC4C(C3C(C(C2(C)C)(CC1OC(=O)C(C(C5=CC=CC=C5)NC(=O)OC(C)(C)C)O)O)OC(=O)C6=CC=CC=C6)(CO4)OC(=O)C)OC)C)OC. Drug 2: C1CNP(=O)(OC1)N(CCCl)CCCl. Cell line: HCT116. Synergy scores: CSS=12.9, Synergy_ZIP=-14.3, Synergy_Bliss=-25.1, Synergy_Loewe=-60.4, Synergy_HSA=-24.2.